This data is from Forward reaction prediction with 1.9M reactions from USPTO patents (1976-2016). The task is: Predict the product of the given reaction. (1) Given the reactants Br[C:2]1[CH:3]=[C:4]([NH:15][CH2:16][C:17]2[C:22]([CH3:23])=[CH:21][CH:20]=[CH:19][C:18]=2[CH2:24][CH3:25])[C:5]2[N:9]=[C:8]([CH2:10][O:11][CH3:12])[N:7]([CH3:13])[C:6]=2[CH:14]=1.C(N([CH2:31][CH3:32])CC)C.C1(P(C2C=CC=CC=2)C2C=CC=CC=2)C=CC=CC=1.[C]=[O:53].[CH2:54]([OH:56])C, predict the reaction product. The product is: [CH2:24]([C:18]1[CH:19]=[CH:20][CH:21]=[C:22]([CH3:23])[C:17]=1[CH2:16][NH:15][C:4]1[C:5]2[N:9]=[C:8]([CH2:10][O:11][CH3:12])[N:7]([CH3:13])[C:6]=2[CH:14]=[C:2]([C:54]([O:56][CH2:31][CH3:32])=[O:53])[CH:3]=1)[CH3:25]. (2) Given the reactants [C:1]([C:3]1[CH:8]=[CH:7][C:6]([C:9](=O)/[CH:10]=[C:11](\O)/[C:12]([O:14][CH2:15][CH3:16])=[O:13])=[CH:5][CH:4]=1)#[N:2].[CH3:19][NH:20][NH2:21], predict the reaction product. The product is: [C:1]([C:3]1[CH:8]=[CH:7][C:6]([C:9]2[CH:10]=[C:11]([C:12]([O:14][CH2:15][CH3:16])=[O:13])[N:20]([CH3:19])[N:21]=2)=[CH:5][CH:4]=1)#[N:2]. (3) Given the reactants [F:1][C:2]([F:15])([F:14])[CH2:3][O:4][C:5]1[CH:6]=[C:7]([C:11](=O)[CH3:12])[CH:8]=[CH:9][CH:10]=1.[CH3:16][C:17]([S@:20]([NH2:22])=[O:21])([CH3:19])[CH3:18], predict the reaction product. The product is: [CH3:16][C:17]([S@:20]([NH:22][CH:11]([C:7]1[CH:8]=[CH:9][CH:10]=[C:5]([O:4][CH2:3][C:2]([F:15])([F:14])[F:1])[CH:6]=1)[CH3:12])=[O:21])([CH3:19])[CH3:18]. (4) Given the reactants [C:1]([O:5][C:6]([N:8]1[CH2:11][CH:10]([NH:12][C:13]([C:16](=[O:18])[NH2:17])([CH3:15])[CH3:14])[CH2:9]1)=[O:7])([CH3:4])([CH3:3])[CH3:2].C=O.[C:21](O[BH-](OC(=O)C)OC(=O)C)(=O)C.[Na+], predict the reaction product. The product is: [C:1]([O:5][C:6]([N:8]1[CH2:9][CH:10]([N:12]([C:13]([C:16](=[O:18])[NH2:17])([CH3:15])[CH3:14])[CH3:21])[CH2:11]1)=[O:7])([CH3:4])([CH3:2])[CH3:3].